Dataset: Catalyst prediction with 721,799 reactions and 888 catalyst types from USPTO. Task: Predict which catalyst facilitates the given reaction. (1) Reactant: CCN=C=NCCCN(C)C.Cl.[CH3:13][O:14][C:15]1[N:20]=[C:19]([C:21]2[CH:22]=[C:23]([C:27]3([C:33](O)=[O:34])[CH2:32][CH2:31][O:30][CH2:29][CH2:28]3)[CH:24]=[CH:25][CH:26]=2)[CH:18]=[C:17]([NH:36][CH2:37][CH2:38][C:39]2[CH:44]=[CH:43][C:42]([O:45][C:46]([F:49])([F:48])[F:47])=[CH:41][CH:40]=2)[N:16]=1.[CH3:50][S:51]([NH2:54])(=[O:53])=[O:52]. Product: [CH3:13][O:14][C:15]1[N:20]=[C:19]([C:21]2[CH:22]=[C:23]([C:27]3([C:33]([NH:54][S:51]([CH3:50])(=[O:53])=[O:52])=[O:34])[CH2:28][CH2:29][O:30][CH2:31][CH2:32]3)[CH:24]=[CH:25][CH:26]=2)[CH:18]=[C:17]([NH:36][CH2:37][CH2:38][C:39]2[CH:44]=[CH:43][C:42]([O:45][C:46]([F:49])([F:48])[F:47])=[CH:41][CH:40]=2)[N:16]=1. The catalyst class is: 143. (2) Reactant: [NH2:1][C:2]1[CH:7]=[CH:6][C:5]([CH2:8][CH2:9][NH:10][C:11](=[O:17])[O:12][C:13]([CH3:16])([CH3:15])[CH3:14])=[CH:4][CH:3]=1.CN(C)/[CH:20]=[N:21]/[N:22]=[CH:23]/N(C)C.CC1C=CC(S(O)(=O)=O)=CC=1.O. Product: [N:21]1[N:22]=[CH:23][N:1]([C:2]2[CH:3]=[CH:4][C:5]([CH2:8][CH2:9][NH:10][C:11](=[O:17])[O:12][C:13]([CH3:14])([CH3:16])[CH3:15])=[CH:6][CH:7]=2)[CH:20]=1. The catalyst class is: 11. (3) Product: [C:12]([O:11][C:9]([NH:8][CH2:1][C:19]1[CH:20]=[CH:21][C:20]([C:21]([OH:16])=[O:22])=[C:19]([CH3:23])[CH:23]=1)=[O:10])([CH3:13])([CH3:14])[CH3:15]. The catalyst class is: 6. Reactant: [C:1]([NH:8][C:9]([O:11][C:12]([CH3:15])([CH3:14])[CH3:13])=[O:10])(OC(C)(C)C)=O.[OH2:16].[OH-].[Li+].[CH2:19]1[CH2:23][O:22][CH2:21][CH2:20]1.